This data is from Catalyst prediction with 721,799 reactions and 888 catalyst types from USPTO. The task is: Predict which catalyst facilitates the given reaction. Reactant: [F:1][C:2]([F:15])([F:14])[C:3]1[CH:4]=[C:5]([CH:7]=[C:8]([C:10]([F:13])([F:12])[F:11])[CH:9]=1)[NH2:6].C(OC([NH:23][C@H:24]([C:32](O)=[O:33])[CH2:25][C:26]1[CH:31]=[CH:30][CH:29]=[CH:28][CH:27]=1)=O)(C)(C)C.P(Cl)(Cl)Cl.C(=O)([O-])O.[Na+]. Product: [NH2:23][C@@H:24]([CH2:25][C:26]1[CH:31]=[CH:30][CH:29]=[CH:28][CH:27]=1)[C:32]([NH:6][C:5]1[CH:4]=[C:3]([C:2]([F:14])([F:15])[F:1])[CH:9]=[C:8]([C:10]([F:11])([F:12])[F:13])[CH:7]=1)=[O:33]. The catalyst class is: 11.